This data is from Reaction yield outcomes from USPTO patents with 853,638 reactions. The task is: Predict the reaction yield, written as a fraction of the theoretical maximum amount of product (1.0 means a 100% yield; for example, 0.34 means a 34% yield). (1) The reactants are [CH2:1]([S:3]([C:6]1[CH:7]=[C:8]([C:12]2[C:17]3[C:18]4[CH:24]=[C:23]([CH3:25])[CH:22]=[N:21][C:19]=4[NH:20][C:16]=3[C:15](=O)[NH:14][CH:13]=2)[CH:9]=[CH:10][CH:11]=1)(=[O:5])=[O:4])[CH3:2].CN(C)C1C=CC=CC=1.O=P(Cl)(Cl)[Cl:38]. No catalyst specified. The product is [Cl:38][C:15]1[C:16]2[NH:20][C:19]3[N:21]=[CH:22][C:23]([CH3:25])=[CH:24][C:18]=3[C:17]=2[C:12]([C:8]2[CH:9]=[CH:10][CH:11]=[C:6]([S:3]([CH2:1][CH3:2])(=[O:5])=[O:4])[CH:7]=2)=[CH:13][N:14]=1. The yield is 0.690. (2) The reactants are [NH2:1][C:2]1[CH:3]=[N:4][CH:5]=[CH:6][CH:7]=1.[Cl:8][C:9]1[CH:14]=[CH:13][C:12]([C:15]2[O:19][N:18]=[CH:17][C:16]=2[CH2:20][CH2:21][C:22](O)=[O:23])=[CH:11][CH:10]=1.O.ON1C2C=CC=CC=2N=N1.Cl.C(N=C=NCCCN(C)C)C. The catalyst is O.CN(C)C=O. The product is [N:4]1[CH:5]=[CH:6][CH:7]=[C:2]([NH:1][C:22](=[O:23])[CH2:21][CH2:20][C:16]2[CH:17]=[N:18][O:19][C:15]=2[C:12]2[CH:13]=[CH:14][C:9]([Cl:8])=[CH:10][CH:11]=2)[CH:3]=1. The yield is 0.960. (3) The reactants are [CH3:1][O:2][C:3]1[C:8]([O:9][CH3:10])=[CH:7][CH:6]=[CH:5][C:4]=1[CH:11]=[CH:12][CH2:13][C:14]([OH:16])=[O:15]. The catalyst is CCO.[Pd]. The product is [CH3:1][O:2][C:3]1[C:8]([O:9][CH3:10])=[CH:7][CH:6]=[CH:5][C:4]=1[CH2:11][CH2:12][CH2:13][C:14]([OH:16])=[O:15]. The yield is 1.00.